Dataset: Forward reaction prediction with 1.9M reactions from USPTO patents (1976-2016). Task: Predict the product of the given reaction. (1) Given the reactants [C:1]([C:5]1[C:6]([NH2:14])=[N:7][N:8]2[CH:13]=[CH:12][CH:11]=[N:10][C:9]=12)([CH3:4])([CH3:3])[CH3:2].[C:15]1([CH2:21][CH2:22][C:23](Cl)=[O:24])[CH:20]=[CH:19][CH:18]=[CH:17][CH:16]=1, predict the reaction product. The product is: [C:1]([C:5]1[C:6]([NH:14][C:23](=[O:24])[CH2:22][CH2:21][C:15]2[CH:20]=[CH:19][CH:18]=[CH:17][CH:16]=2)=[N:7][N:8]2[CH:13]=[CH:12][CH:11]=[N:10][C:9]=12)([CH3:4])([CH3:2])[CH3:3]. (2) Given the reactants [C:1]([C:4]1[CH:9]=[CH:8][C:7]([NH:10][C:11](=[O:26])[C:12]2[CH:17]=[CH:16][C:15]([O:18][CH2:19][C:20]3[CH:25]=[CH:24][CH:23]=[CH:22][N:21]=3)=[CH:14][CH:13]=2)=[C:6]([CH3:27])[CH:5]=1)(=[O:3])N.[CH3:28][OH:29], predict the reaction product. The product is: [CH3:27][C:6]1[CH:5]=[C:4]([CH:9]=[CH:8][C:7]=1[NH:10][C:11](=[O:26])[C:12]1[CH:13]=[CH:14][C:15]([O:18][CH2:19][C:20]2[CH:25]=[CH:24][CH:23]=[CH:22][N:21]=2)=[CH:16][CH:17]=1)[C:1]([O:29][CH3:28])=[O:3].